From a dataset of Reaction yield outcomes from USPTO patents with 853,638 reactions. Predict the reaction yield, written as a fraction of the theoretical maximum amount of product (1.0 means a 100% yield; for example, 0.34 means a 34% yield). (1) The reactants are [NH2:1][C:2]1[C:7]([OH:8])=[CH:6][C:5]([N+:9]([O-:11])=[O:10])=[CH:4][N:3]=1.CN(C)C=O.C(=O)([O-])[O-].[K+].[K+].Br[CH2:24][CH:25]1[O:27][CH2:26]1. The catalyst is CCOC(C)=O. The product is [N+:9]([C:5]1[CH:4]=[N:3][C:2]2[NH:1][CH:25]([CH2:26][OH:27])[CH2:24][O:8][C:7]=2[CH:6]=1)([O-:11])=[O:10]. The yield is 0.460. (2) The reactants are [Br:1][C:2]1[CH:3]=[N:4][CH:5]=[C:6]([CH:9]=1)[CH:7]=[O:8].[BH4-].[Na+]. The catalyst is CO. The product is [Br:1][C:2]1[CH:9]=[C:6]([CH2:7][OH:8])[CH:5]=[N:4][CH:3]=1. The yield is 0.740.